This data is from Catalyst prediction with 721,799 reactions and 888 catalyst types from USPTO. The task is: Predict which catalyst facilitates the given reaction. (1) Reactant: [CH3:1][O:2][C:3]([C@@H:5]1[CH2:9][C@H:8]([OH:10])[CH2:7][N:6]1[C:11](=[O:24])[C@@H:12]([NH:16][C:17]([O:19][C:20]([CH3:23])([CH3:22])[CH3:21])=[O:18])[CH:13]([CH3:15])[CH3:14])=[O:4].C1N2CCN(CC2)C1.[Br:33][C:34]1[CH:39]=[CH:38][C:37]([S:40](Cl)(=[O:42])=[O:41])=[CH:36][CH:35]=1. Product: [CH3:1][O:2][C:3]([C@@H:5]1[CH2:9][C@H:8]([O:10][S:40]([C:37]2[CH:38]=[CH:39][C:34]([Br:33])=[CH:35][CH:36]=2)(=[O:42])=[O:41])[CH2:7][N:6]1[C:11](=[O:24])[C@@H:12]([NH:16][C:17]([O:19][C:20]([CH3:22])([CH3:21])[CH3:23])=[O:18])[CH:13]([CH3:15])[CH3:14])=[O:4]. The catalyst class is: 260. (2) Reactant: [C:1]([C:3]1[CH:8]=[CH:7][CH:6]=[CH:5][C:4]=1[OH:9])#[N:2].N(CCO)(CCO)CCO.O. Product: [OH:9][C:4]1[CH:5]=[CH:6][CH:7]=[CH:8][C:3]=1[CH2:1][NH2:2]. The catalyst class is: 1. (3) Reactant: Cl[CH2:2][CH2:3][CH2:4][CH2:5][C:6]1[N:7]([CH3:20])[N:8]=[C:9]2[C:18]=1[C:17]1[CH2:16][CH2:15][CH2:14][CH2:13][C:12]=1[N:11]=[C:10]2[NH2:19].[C:21]1(=[O:31])[NH:25][C:24](=[O:26])[C:23]2=[CH:27][CH:28]=[CH:29][CH:30]=[C:22]12.[K].[I-].[Na+].CN(C=O)C. Product: [NH2:19][C:10]1[C:9]2=[N:8][N:7]([CH3:20])[C:6]([CH2:5][CH2:4][CH2:3][CH2:2][N:25]3[C:21](=[O:31])[C:22]4[C:23](=[CH:27][CH:28]=[CH:29][CH:30]=4)[C:24]3=[O:26])=[C:18]2[C:17]2[CH2:16][CH2:15][CH2:14][CH2:13][C:12]=2[N:11]=1. The catalyst class is: 6.